Dataset: Reaction yield outcomes from USPTO patents with 853,638 reactions. Task: Predict the reaction yield, written as a fraction of the theoretical maximum amount of product (1.0 means a 100% yield; for example, 0.34 means a 34% yield). (1) The catalyst is C1COCC1. The product is [N+:1]([C:4]1[CH:5]=[C:6](/[CH:7]=[CH:26]/[CH2:25][CH2:24][N:15]2[C:16](=[O:23])[C:17]3[C:22](=[CH:21][CH:20]=[CH:19][CH:18]=3)[C:14]2=[O:13])[CH:9]=[CH:10][CH:11]=1)([O-:3])=[O:2]. The yield is 0.468. The reactants are [N+:1]([C:4]1[CH:5]=[C:6]([CH:9]=[CH:10][CH:11]=1)[CH:7]=O)([O-:3])=[O:2].[Br-].[O:13]=[C:14]1[C:22]2[C:17](=[CH:18][CH:19]=[CH:20][CH:21]=2)[C:16](=[O:23])[N:15]1[CH2:24][CH2:25][CH2:26][P+](C1C=CC=CC=1)(C1C=CC=CC=1)C1C=CC=CC=1.CC(C)([O-])C.[K+]. (2) The reactants are [NH2:1][CH2:2][CH2:3][C:4]1[CH:19]=[CH:18][C:7]([O:8][C:9]2[N:17]=[CH:16][CH:15]=[CH:14][C:10]=2[C:11]([NH2:13])=[O:12])=[CH:6][CH:5]=1.[CH:20](=O)[C:21]1[CH:26]=[CH:25][CH:24]=[CH:23][CH:22]=1.[BH4-].[Na+]. The catalyst is CO. The product is [CH2:20]([NH:1][CH2:2][CH2:3][C:4]1[CH:5]=[CH:6][C:7]([O:8][C:9]2[N:17]=[CH:16][CH:15]=[CH:14][C:10]=2[C:11]([NH2:13])=[O:12])=[CH:18][CH:19]=1)[C:21]1[CH:26]=[CH:25][CH:24]=[CH:23][CH:22]=1. The yield is 0.790. (3) The reactants are [C:1]([C:4]1[CH:33]=[CH:32][C:7]([O:8][CH2:9][C:10]2[CH:15]=[CH:14][C:13]([CH:16]([O:25]C3CCCCO3)[C:17]3[CH:18]=[C:19]([CH:22]=[CH:23][CH:24]=3)[C:20]#[N:21])=[CH:12][CH:11]=2)=[C:6]([CH2:34][CH2:35][CH3:36])[C:5]=1[OH:37])(=[O:3])[CH3:2].[N-:38]=[N+:39]=[N-:40].[Na+].Cl.O.C1(C)C=CC(S(O)(=O)=O)=CC=1. The catalyst is O.[Br-].[Zn+2].[Br-].C(O)(C)C. The product is [OH:37][C:5]1[C:6]([CH2:34][CH2:35][CH3:36])=[C:7]([O:8][CH2:9][C:10]2[CH:11]=[CH:12][C:13]([CH:16]([OH:25])[C:17]3[CH:24]=[CH:23][CH:22]=[C:19]([C:20]4[N:38]=[N:39][NH:40][N:21]=4)[CH:18]=3)=[CH:14][CH:15]=2)[CH:32]=[CH:33][C:4]=1[C:1](=[O:3])[CH3:2]. The yield is 0.950. (4) The product is [CH2:18]([N:15]1[CH2:16][CH2:17][N:12]([CH:7]2[CH2:6][CH:5]3[C:4]([CH3:28])([OH:3])[CH:9]([CH2:10][CH2:11]3)[CH2:8]2)[CH2:13][CH2:14]1)[C:19]1[CH:24]=[CH:23][CH:22]=[CH:21][CH:20]=1. The catalyst is CC(C)=O. The yield is 0.820. The reactants are C1O[C:4]2([CH:9]3[CH2:10][CH2:11][CH:5]2[CH2:6][CH:7]([N:12]2[CH2:17][CH2:16][N:15]([CH2:18][C:19]4[CH:24]=[CH:23][CH:22]=[CH:21][CH:20]=4)[CH2:14][CH2:13]2)[CH2:8]3)[O:3]C1.Cl.[Li][CH3:28].O. (5) The reactants are [NH2:1][C:2]1[C:11]2[C:6](=[C:7](Br)[CH:8]=[CH:9][CH:10]=2)[N:5]=[N:4][C:3]=1[C:13]([NH:15][CH2:16][CH2:17][CH3:18])=[O:14].[F:19][C:20]1[CH:25]=[CH:24][C:23](B(O)O)=[C:22]([O:29][CH3:30])[CH:21]=1. No catalyst specified. The product is [NH2:1][C:2]1[C:11]2[C:6](=[C:7]([C:23]3[CH:24]=[CH:25][C:20]([F:19])=[CH:21][C:22]=3[O:29][CH3:30])[CH:8]=[CH:9][CH:10]=2)[N:5]=[N:4][C:3]=1[C:13]([NH:15][CH2:16][CH2:17][CH3:18])=[O:14]. The yield is 0.830. (6) The catalyst is C1C=CC(/C=C/C(/C=C/C2C=CC=CC=2)=O)=CC=1.C1C=CC(/C=C/C(/C=C/C2C=CC=CC=2)=O)=CC=1.C1C=CC(/C=C/C(/C=C/C2C=CC=CC=2)=O)=CC=1.[Pd].[Pd].C1C=CC(P(C2C(C3C(P(C4C=CC=CC=4)C4C=CC=CC=4)=CC=C4C=3C=CC=C4)=C3C(C=CC=C3)=CC=2)C2C=CC=CC=2)=CC=1.C1(C)C=CC=CC=1. The product is [Cl:33][C:30]1[CH:29]=[C:28]([Cl:34])[CH:27]=[CH:32][C:31]=1[NH:1][C:2]1[CH:3]=[C:4]2[C:8]3=[C:9]([CH2:11][S:12][CH2:13][CH2:14][N:7]3[C@H:6]3[CH2:15][CH2:16][NH:17][CH2:18][C@@H:5]23)[CH:10]=1. The reactants are [NH2:1][C:2]1[CH:3]=[C:4]2[C:8]3=[C:9]([CH2:11][S:12][CH2:13][CH2:14][N:7]3[C@H:6]3[CH2:15][CH2:16][N:17](C(OC(C)(C)C)=O)[CH2:18][C@@H:5]23)[CH:10]=1.Br[C:27]1[CH:32]=[CH:31][C:30]([Cl:33])=[CH:29][C:28]=1[Cl:34].CC([O-])(C)C.[Na+]. The yield is 0.480. (7) The reactants are [F:1][C:2]1[N:9]=[C:8](F)[C:7]([F:11])=[CH:6][C:3]=1[C:4]#[N:5].C(N(CC)CC)C.[CH3:19][C:20]1[NH:24][N:23]=[C:22]([NH2:25])[CH:21]=1. The catalyst is C(#N)C. The product is [F:1][C:2]1[N:9]=[C:8]([NH:25][C:22]2[CH:21]=[C:20]([CH3:19])[NH:24][N:23]=2)[C:7]([F:11])=[CH:6][C:3]=1[C:4]#[N:5]. The yield is 0.290.